Task: Predict the reactants needed to synthesize the given product.. Dataset: Full USPTO retrosynthesis dataset with 1.9M reactions from patents (1976-2016) The reactants are: [NH2:1][C:2](=[O:42])[CH2:3][C:4]1[CH:41]=[CH:40][CH:39]=[CH:38][C:5]=1[CH2:6][CH2:7][C:8]1[C:13]([C:14]([F:17])([F:16])[F:15])=[CH:12][N:11]=[C:10]([NH:18][C:19]2[CH:24]=[CH:23][C:22]([CH:25]3[CH2:30][CH2:29][CH2:28][N:27](C(OC(C)(C)C)=O)[CH2:26]3)=[CH:21][CH:20]=2)[N:9]=1.FC(F)(F)C(O)=O. Given the product [NH:27]1[CH2:28][CH2:29][CH2:30][CH:25]([C:22]2[CH:23]=[CH:24][C:19]([NH:18][C:10]3[N:9]=[C:8]([CH2:7][CH2:6][C:5]4[CH:38]=[CH:39][CH:40]=[CH:41][C:4]=4[CH2:3][C:2]([NH2:1])=[O:42])[C:13]([C:14]([F:17])([F:15])[F:16])=[CH:12][N:11]=3)=[CH:20][CH:21]=2)[CH2:26]1, predict the reactants needed to synthesize it.